This data is from Catalyst prediction with 721,799 reactions and 888 catalyst types from USPTO. The task is: Predict which catalyst facilitates the given reaction. (1) Reactant: [Cl:1][C:2]1[CH:3]=[C:4]2[C:9](=[CH:10][C:11]=1[C:12]([OH:14])=O)[NH:8][C:7](=[S:15])[N:6]([C:16]1[N:21]=[C:20]([O:22][CH3:23])[C:19]([O:24][CH3:25])=[CH:18][N:17]=1)[C:5]2=[O:26].CCN(C(C)C)C(C)C.CN(C(ON1N=NC2C=CC=NC1=2)=[N+](C)C)C.F[P-](F)(F)(F)(F)F.[Cl:60][C:61]1[CH:62]=[C:63]([CH:66]=[CH:67][CH:68]=1)[CH2:64][NH2:65]. Product: [Cl:1][C:2]1[CH:3]=[C:4]2[C:9](=[CH:10][C:11]=1[C:12]([NH:65][CH2:64][C:63]1[CH:66]=[CH:67][CH:68]=[C:61]([Cl:60])[CH:62]=1)=[O:14])[NH:8][C:7](=[S:15])[N:6]([C:16]1[N:21]=[C:20]([O:22][CH3:23])[C:19]([O:24][CH3:25])=[CH:18][N:17]=1)[C:5]2=[O:26]. The catalyst class is: 3. (2) Product: [Cl:1][C:2]1[C:3]([CH3:37])=[C:4]([NH:11][C@H:12]([C@H:16]([OH:18])[CH3:17])[C:13]([NH:29][NH:28][C:26](=[O:27])[C:25]2[CH:30]=[CH:31][C:22]([N+:19]([O-:21])=[O:20])=[CH:23][CH:24]=2)=[O:15])[CH:5]=[CH:6][C:7]=1[C:8]#[N:9]. The catalyst class is: 1. Reactant: [Cl:1][C:2]1[CH2:3][C:4]([NH:11][C@H:12]([C@@H:16]([OH:18])[CH3:17])[C:13]([OH:15])=O)(C)[CH:5]=[CH:6][C:7]=1[C:8]#[N:9].[N+:19]([C:22]1[CH:31]=[CH:30][C:25]([C:26]([NH:28][NH2:29])=[O:27])=[CH:24][CH:23]=1)([O-:21])=[O:20].O.ON1C2C=CC=C[C:37]=2N=N1.Cl.CN(C)CCCN=C=NCC.C(N(CC)CC)C. (3) Reactant: [Cl:1][C:2]1[S:9][C:8]2[CH:7]=[C:6]([C:10](=[O:21])[NH:11][CH2:12][CH2:13][C:14]3[CH:19]=[CH:18][CH:17]=[CH:16][C:15]=3[OH:20])[NH:5][C:4]=2[C:3]=1[Cl:22].[CH3:23][O:24][CH:25](O)[CH3:26].C1(P(C2C=CC=CC=2)C2C=CC=CC=2)C=CC=CC=1.CC(OC(/N=N/C(OC(C)C)=O)=O)C. Product: [Cl:1][C:2]1[S:9][C:8]2[CH:7]=[C:6]([C:10](=[O:21])[NH:11][CH2:12][CH2:13][C:14]3[CH:19]=[CH:18][CH:17]=[CH:16][C:15]=3[O:20][CH2:26][CH2:25][O:24][CH3:23])[NH:5][C:4]=2[C:3]=1[Cl:22]. The catalyst class is: 1.